Dataset: Reaction yield outcomes from USPTO patents with 853,638 reactions. Task: Predict the reaction yield, written as a fraction of the theoretical maximum amount of product (1.0 means a 100% yield; for example, 0.34 means a 34% yield). (1) The reactants are [F:1][C:2]([F:14])([F:13])[CH2:3][CH2:4][C:5]1[N:10]=[CH:9]C(C#N)=[CH:7][CH:6]=1.[OH-:15].[K+].[CH3:17][CH2:18][OH:19]. No catalyst specified. The product is [F:1][C:2]([F:14])([F:13])[CH2:3][CH2:4][C:5]1[N:10]=[CH:9][C:17]([C:18]([OH:15])=[O:19])=[CH:7][CH:6]=1. The yield is 0.890. (2) The reactants are [NH2:1][C:2]1[CH:7]=[CH:6][N:5]=[CH:4][CH:3]=1.C(N(CC)CC)C.[CH:15]([C:17]1[CH:25]=[CH:24][C:20]([C:21](Cl)=[O:22])=[CH:19][CH:18]=1)=[O:16]. No catalyst specified. The product is [CH:15]([C:17]1[CH:25]=[CH:24][C:20]([C:21]([NH:1][C:2]2[CH:7]=[CH:6][N:5]=[CH:4][CH:3]=2)=[O:22])=[CH:19][CH:18]=1)=[O:16]. The yield is 0.560. (3) The reactants are [C:1]([O:5][C:6]([N:8]1[CH2:11][C:10](=O)[CH2:9]1)=[O:7])([CH3:4])([CH3:3])[CH3:2].Cl.[NH:14]1[CH2:17][CH:16]([OH:18])[CH2:15]1.C(O[BH-](OC(=O)C)OC(=O)C)(=O)C.[Na+]. The catalyst is ClCCCl. The product is [C:1]([O:5][C:6]([N:8]1[CH2:11][CH:10]([N:14]2[CH2:17][CH:16]([OH:18])[CH2:15]2)[CH2:9]1)=[O:7])([CH3:4])([CH3:3])[CH3:2]. The yield is 0.990. (4) The reactants are [Se].[Br:2][C:3]1[CH:4]=[C:5]2[C:10](=[C:11]([C:16]#[N:17])[C:12]=1[N:13]([CH3:15])[CH3:14])[N:9]=[C:8]([CH3:18])[CH:7]=[CH:6]2.[O:19]1CCOCC1. No catalyst specified. The product is [Br:2][C:3]1[CH:4]=[C:5]2[C:10](=[C:11]([C:16]#[N:17])[C:12]=1[N:13]([CH3:14])[CH3:15])[N:9]=[C:8]([CH:18]=[O:19])[CH:7]=[CH:6]2. The yield is 0.720. (5) The reactants are Br[C:2]1[CH:11]=[CH:10][C:5]([C:6]([O:8][CH3:9])=[O:7])=[C:4](C)[CH:3]=1.[C:13](=O)([O-])[O-].[Na+].[Na+].[CH:19]([O:21]CCCC)=[CH2:20]. The catalyst is CO.C([O-])(=O)C.[Pd+2].C([O-])(=O)C.C1(P(C2C=CC=CC=2)CCCP(C2C=CC=CC=2)C2C=CC=CC=2)C=CC=CC=1. The product is [C:19]([C:2]1[CH:3]=[CH:4][C:5]([C:6]([O:8][CH3:9])=[O:7])=[CH:10][C:11]=1[CH3:13])(=[O:21])[CH3:20]. The yield is 0.830. (6) The reactants are [CH2:1]([O:5][CH2:6][C:7]1[CH:8]=[CH:9][C:10]([N:13]2[CH:17]=[CH:16][C:15]([CH:18]([C:20]3[CH:32]=[CH:31][C:23]4[N:24](COC)[C:25](=[O:27])[S:26][C:22]=4[CH:21]=3)[CH3:19])=[N:14]2)=[N:11][CH:12]=1)[C:2]([CH3:4])=[O:3]. The catalyst is FC(F)(F)C(O)=O. The product is [CH2:1]([O:5][CH2:6][C:7]1[CH:8]=[CH:9][C:10]([N:13]2[CH:17]=[CH:16][C:15]([CH:18]([C:20]3[CH:32]=[CH:31][C:23]4[NH:24][C:25](=[O:27])[S:26][C:22]=4[CH:21]=3)[CH3:19])=[N:14]2)=[N:11][CH:12]=1)[C:2]([CH3:4])=[O:3]. The yield is 0.750.